Task: Regression. Given two drug SMILES strings and cell line genomic features, predict the synergy score measuring deviation from expected non-interaction effect.. Dataset: NCI-60 drug combinations with 297,098 pairs across 59 cell lines (1) Drug 1: CC(C)(C#N)C1=CC(=CC(=C1)CN2C=NC=N2)C(C)(C)C#N. Drug 2: COC1=C2C(=CC3=C1OC=C3)C=CC(=O)O2. Cell line: SK-OV-3. Synergy scores: CSS=-4.77, Synergy_ZIP=3.80, Synergy_Bliss=0.452, Synergy_Loewe=-4.53, Synergy_HSA=-5.36. (2) Drug 1: C1=NC2=C(N1)C(=S)N=C(N2)N. Drug 2: CC1=C2C(C(=O)C3(C(CC4C(C3C(C(C2(C)C)(CC1OC(=O)C(C(C5=CC=CC=C5)NC(=O)C6=CC=CC=C6)O)O)OC(=O)C7=CC=CC=C7)(CO4)OC(=O)C)O)C)OC(=O)C. Cell line: HT29. Synergy scores: CSS=38.3, Synergy_ZIP=-5.56, Synergy_Bliss=-8.85, Synergy_Loewe=-13.7, Synergy_HSA=-6.72.